Dataset: Forward reaction prediction with 1.9M reactions from USPTO patents (1976-2016). Task: Predict the product of the given reaction. (1) Given the reactants [F:1][C:2]1[CH:10]=[CH:9][C:8]([CH2:11][C:12]2[C:21]3[C:16](=[CH:17][CH:18]=[CH:19][CH:20]=3)[C:15](=[O:22])[NH:14][N:13]=2)=[CH:7][C:3]=1[C:4](O)=[O:5].[F:23][C:24]([F:36])([F:35])[CH2:25][C:26]1[N:30]2[CH2:31][CH2:32][NH:33][CH2:34][C:29]2=[N:28][N:27]=1.C(N(CC)C(C)C)(C)C, predict the reaction product. The product is: [F:1][C:2]1[CH:10]=[CH:9][C:8]([CH2:11][C:12]2[C:21]3[C:16](=[CH:17][CH:18]=[CH:19][CH:20]=3)[C:15](=[O:22])[NH:14][N:13]=2)=[CH:7][C:3]=1[C:4]([N:33]1[CH2:32][CH2:31][N:30]2[C:26]([CH2:25][C:24]([F:23])([F:35])[F:36])=[N:27][N:28]=[C:29]2[CH2:34]1)=[O:5]. (2) The product is: [ClH:37].[ClH:37].[CH2:1]([N:3]([CH2:11][C:12]1[CH:13]=[CH:14][C:15]([CH2:18][N:19]2[CH2:20][CH2:21][N:22]([C:25]3[C:30]([C:31]([O:33][CH:34]([CH3:35])[CH3:36])=[O:32])=[CH:29][CH:28]=[CH:27][N:26]=3)[CH2:23][CH2:24]2)=[CH:16][CH:17]=1)[CH2:4][C:5]1[CH:6]=[CH:7][CH:8]=[CH:9][CH:10]=1)[CH3:2]. Given the reactants [CH2:1]([N:3]([CH2:11][C:12]1[CH:17]=[CH:16][C:15]([CH2:18][N:19]2[CH2:24][CH2:23][N:22]([C:25]3[C:30]([C:31]([O:33][CH:34]([CH3:36])[CH3:35])=[O:32])=[CH:29][CH:28]=[CH:27][N:26]=3)[CH2:21][CH2:20]2)=[CH:14][CH:13]=1)[CH2:4][C:5]1[CH:10]=[CH:9][CH:8]=[CH:7][CH:6]=1)[CH3:2].[ClH:37], predict the reaction product. (3) Given the reactants [C:1]([O:5][C:6]([N:8]([CH3:49])[CH2:9][CH2:10][N:11]([CH3:48])[C@@H:12]1[CH2:19][N:18]2[C:20]3[CH:21]=[C:22]([C:33](O)=[O:34])[CH:23]=[CH:24][C:25]=3[C:26]([CH:27]3[CH2:32][CH2:31][CH2:30][CH2:29][CH2:28]3)=[C:17]2[C:16]2[CH:36]=[CH:37][C:38]([O:40][CH2:41][C:42]3[CH:47]=[CH:46][CH:45]=[CH:44][N:43]=3)=[CH:39][C:15]=2[O:14][CH2:13]1)=[O:7])([CH3:4])([CH3:3])[CH3:2].[CH3:50][O:51][CH:52]([O:60][CH3:61])[CH2:53][N:54]([CH3:59])[S:55]([NH2:58])(=[O:57])=[O:56].C(Cl)CCl, predict the reaction product. The product is: [CH:27]1([C:26]2[C:25]3[CH:24]=[CH:23][C:22]([C:33]([NH:58][S:55]([N:54]([CH2:53][CH:52]([O:51][CH3:50])[O:60][CH3:61])[CH3:59])(=[O:57])=[O:56])=[O:34])=[CH:21][C:20]=3[N:18]3[C:17]=2[C:16]2[CH:36]=[CH:37][C:38]([O:40][CH2:41][C:42]4[CH:47]=[CH:46][CH:45]=[CH:44][N:43]=4)=[CH:39][C:15]=2[O:14][CH2:13][C@H:12]([N:11]([CH3:48])[CH2:10][CH2:9][N:8]([CH3:49])[C:6](=[O:7])[O:5][C:1]([CH3:2])([CH3:3])[CH3:4])[CH2:19]3)[CH2:28][CH2:29][CH2:30][CH2:31][CH2:32]1.